Dataset: Forward reaction prediction with 1.9M reactions from USPTO patents (1976-2016). Task: Predict the product of the given reaction. Given the reactants Br[C:2]1[CH:14]=[CH:13][C:5]([C:6]([NH:8][CH2:9][CH:10]2[CH2:12][CH2:11]2)=[O:7])=[CH:4][CH:3]=1.B.[C:16]([C:19]1[CH:20]=[C:21](CC(C(O)(C)C)(C)O)[C:22]([CH3:25])=[CH:23][CH:24]=1)([OH:18])=[O:17].C(=O)([O-])[O-].[Na+].[Na+], predict the reaction product. The product is: [CH:10]1([CH2:9][NH:8][C:6]([C:5]2[CH:13]=[CH:14][C:2]([C:23]3[C:22]([CH3:25])=[CH:21][CH:20]=[C:19]([C:16]([OH:18])=[O:17])[CH:24]=3)=[CH:3][CH:4]=2)=[O:7])[CH2:12][CH2:11]1.